From a dataset of Catalyst prediction with 721,799 reactions and 888 catalyst types from USPTO. Predict which catalyst facilitates the given reaction. (1) Reactant: C[O:2][C:3](=O)[C:4]1[CH:9]=[CH:8][C:7]([C:10]([F:13])([F:12])[F:11])=[C:6]([CH:14]2[CH2:17][CH2:16][CH2:15]2)[CH:5]=1.[BH4-].[Li+].Cl. Product: [CH:14]1([C:6]2[CH:5]=[C:4]([CH2:3][OH:2])[CH:9]=[CH:8][C:7]=2[C:10]([F:12])([F:13])[F:11])[CH2:15][CH2:16][CH2:17]1. The catalyst class is: 1. (2) Reactant: [C:1]([O:5][C:6]([C@@H:8]([NH:14][C:15]([O:17][C:18]([CH3:21])([CH3:20])[CH3:19])=[O:16])[CH2:9][CH2:10][C:11]([OH:13])=[O:12])=[O:7])([CH3:4])([CH3:3])[CH3:2].Cl.CN(C)CCCN=C=NCC.[N+:34]([O:37][CH2:38][C:39]#[C:40][CH2:41]O)([O-:36])=[O:35]. The catalyst class is: 2. Product: [C:18]([O:17][C:15]([NH:14][C@@H:8]([CH2:9][CH2:10][C:11]([O:13][CH2:41][C:40]#[C:39][CH2:38][O:37][N+:34]([O-:36])=[O:35])=[O:12])[C:6]([O:5][C:1]([CH3:4])([CH3:3])[CH3:2])=[O:7])=[O:16])([CH3:21])([CH3:20])[CH3:19].